From a dataset of Catalyst prediction with 721,799 reactions and 888 catalyst types from USPTO. Predict which catalyst facilitates the given reaction. (1) Reactant: [CH3:1][N:2]([CH3:18])[C:3]1([C:11]2[CH:16]=[CH:15][CH:14]=[C:13]([F:17])[CH:12]=2)[CH2:8][CH2:7][CH:6]([CH:9]=[O:10])[CH2:5][CH2:4]1.[C:19](O[K])(C)(C)C.CI. Product: [CH3:1][N:2]([CH3:18])[C:3]1([C:11]2[CH:16]=[CH:15][CH:14]=[C:13]([F:17])[CH:12]=2)[CH2:8][CH2:7][C:6]([CH3:19])([CH:9]=[O:10])[CH2:5][CH2:4]1. The catalyst class is: 4. (2) Reactant: [C:1]([C:5]1[CH:6]=[C:7]([NH:11][C:12]2[CH:21]=[N:20][C:19]3[C:14](=[CH:15][CH:16]=[C:17]([OH:22])[CH:18]=3)[N:13]=2)[CH:8]=[CH:9][CH:10]=1)([CH3:4])([CH3:3])[CH3:2].C[Si]([N-][Si](C)(C)C)(C)C.[K+].[CH3:33][NH:34][C:35]([C:37]1[CH:42]=[C:41](Cl)[CH:40]=[CH:39][N:38]=1)=[O:36].C(=O)([O-])[O-].[K+].[K+]. Product: [CH3:33][NH:34][C:35]([C:37]1[CH:42]=[C:41]([O:22][C:17]2[CH:18]=[C:19]3[C:14](=[CH:15][CH:16]=2)[N:13]=[C:12]([NH:11][C:7]2[CH:8]=[CH:9][CH:10]=[C:5]([C:1]([CH3:4])([CH3:2])[CH3:3])[CH:6]=2)[CH:21]=[N:20]3)[CH:40]=[CH:39][N:38]=1)=[O:36]. The catalyst class is: 9.